Dataset: Full USPTO retrosynthesis dataset with 1.9M reactions from patents (1976-2016). Task: Predict the reactants needed to synthesize the given product. (1) Given the product [F:28][CH:2]([F:1])[O:3][C:4]1[N:9]=[CH:8][C:7](/[CH:10]=[CH:11]/[CH:12]([OH:27])[CH2:13][CH2:14][CH2:15][CH2:16][C:17]2[CH:26]=[CH:25][C:24]3[CH2:23][CH2:22][CH2:21][NH:20][C:19]=3[N:18]=2)=[CH:6][CH:5]=1, predict the reactants needed to synthesize it. The reactants are: [F:1][CH:2]([F:28])[O:3][C:4]1[N:9]=[CH:8][C:7](/[CH:10]=[CH:11]/[C:12](=[O:27])[CH2:13][CH2:14][CH2:15][CH2:16][C:17]2[CH:26]=[CH:25][C:24]3[CH2:23][CH2:22][CH2:21][NH:20][C:19]=3[N:18]=2)=[CH:6][CH:5]=1.[H-].[H-].[H-].[H-].[Li+].[Al+3].O.[OH-].[Na+]. (2) Given the product [F:1][C:2]1[CH:3]=[CH:4][C:5]([N:8]2[C:16]3[CH:15]=[C:14]4[CH2:17][CH2:18][C@H:19]5[C:24]([C@@:13]4([CH3:30])[CH2:12][C:11]=3[CH:10]=[N:9]2)=[CH:23][CH2:22][C@@H:21]([C:25]([F:27])([F:26])[F:28])[C@@H:20]5[NH:29][C:39]([NH:38][C:34]2[CH:35]=[CH:36][CH:37]=[C:32]([F:31])[CH:33]=2)=[O:40])=[CH:6][CH:7]=1, predict the reactants needed to synthesize it. The reactants are: [F:1][C:2]1[CH:7]=[CH:6][C:5]([N:8]2[C:16]3[CH:15]=[C:14]4[CH2:17][CH2:18][C@H:19]5[C:24]([C@@:13]4([CH3:30])[CH2:12][C:11]=3[CH:10]=[N:9]2)=[CH:23][CH2:22][C@@H:21]([C:25]([F:28])([F:27])[F:26])[C@@H:20]5[NH2:29])=[CH:4][CH:3]=1.[F:31][C:32]1[CH:33]=[C:34]([N:38]=[C:39]=[O:40])[CH:35]=[CH:36][CH:37]=1. (3) Given the product [Cl:16][C:11]1[CH:12]=[CH:13][CH:14]=[CH:15][C:10]=1[CH2:9][NH:8][C:6]1[N:7]=[C:2]([C:29]2[CH:30]=[C:25]([CH:26]=[CH:27][CH:28]=2)/[CH:23]=[C:38]2/[C:37](=[O:39])[NH:36][C:35](=[O:40])[S:34]/2)[CH:3]=[N:4][CH:5]=1, predict the reactants needed to synthesize it. The reactants are: Cl[C:2]1[N:7]=[C:6]([NH:8][CH2:9][C:10]2[CH:15]=[CH:14][CH:13]=[CH:12][C:11]=2[Cl:16])[CH:5]=[N:4][CH:3]=1.C([O-])([O-])=O.[Cs+].[Cs+].[CH:23]([C:25]1[CH:26]=[C:27](B(O)O)[CH:28]=[CH:29][CH:30]=1)=O.[S:34]1[CH2:38][C:37](=[O:39])[NH:36][C:35]1=[O:40].N1CCCCC1. (4) Given the product [Cl:1][C:2]1[C:3]([S:8][C:24]2[CH:25]=[C:26]3[C:21](=[CH:22][CH:23]=2)[N:20]=[CH:19][N:18]=[C:17]3[NH:9][C:10]2[CH:14]=[CH:13][N:12]([CH3:15])[N:11]=2)=[N:4][CH:5]=[CH:6][CH:7]=1, predict the reactants needed to synthesize it. The reactants are: [Cl:1][C:2]1[C:3]([SH:8])=[N:4][CH:5]=[CH:6][CH:7]=1.[NH2:9][C:10]1[CH:14]=[CH:13][N:12]([CH3:15])[N:11]=1.Cl[C:17]1[C:26]2[C:21](=[CH:22][CH:23]=[C:24](I)[CH:25]=2)[N:20]=[CH:19][N:18]=1. (5) Given the product [CH3:13][N:10]1[C:11]2[C:7](=[CH:6][CH:5]=[C:4]([N+:1]([O-:3])=[O:2])[CH:12]=2)[CH:8]=[CH:9]1, predict the reactants needed to synthesize it. The reactants are: [N+:1]([C:4]1[CH:12]=[C:11]2[C:7]([CH:8]=[CH:9][NH:10]2)=[CH:6][CH:5]=1)([O-:3])=[O:2].[CH2:13]1OCCOCCOCCOCCOCCOC1.CC(C)([O-])C.[K+].CI.